From a dataset of Peptide-MHC class II binding affinity with 134,281 pairs from IEDB. Regression. Given a peptide amino acid sequence and an MHC pseudo amino acid sequence, predict their binding affinity value. This is MHC class II binding data. (1) The peptide sequence is LHQQQKQQQQPSSQVSFQQP. The MHC is DRB1_0701 with pseudo-sequence DRB1_0701. The binding affinity (normalized) is 0. (2) The peptide sequence is GRTTWSIHGKGEWMT. The MHC is HLA-DQA10501-DQB10303 with pseudo-sequence HLA-DQA10501-DQB10303. The binding affinity (normalized) is 0.